This data is from Reaction yield outcomes from USPTO patents with 853,638 reactions. The task is: Predict the reaction yield, written as a fraction of the theoretical maximum amount of product (1.0 means a 100% yield; for example, 0.34 means a 34% yield). (1) The reactants are [CH2:1]([O:5][C:6]1[CH:13]=[CH:12][C:9]([C:10]#[N:11])=[CH:8][CH:7]=1)[CH2:2][CH:3]=[CH2:4].C1C=C(Cl)C=C(C(OO)=[O:22])C=1. The catalyst is C(Cl)Cl. The product is [O:22]1[CH2:4][CH:3]1[CH2:2][CH2:1][O:5][C:6]1[CH:7]=[CH:8][C:9]([C:10]#[N:11])=[CH:12][CH:13]=1. The yield is 0.970. (2) The reactants are [F:1][C:2]1[C:3]([C:9]2[N:13]([CH:14]3[CH2:19][CH2:18][O:17][CH2:16][CH2:15]3)[C:12]([CH3:20])=[N:11][CH:10]=2)=[N:4][C:5]([NH2:8])=[N:6][CH:7]=1.Br[C:22]1[CH:34]=[CH:33][C:25]([CH2:26][N:27]2[CH2:32][CH2:31][O:30][CH2:29][CH2:28]2)=[CH:24][C:23]=1[F:35].CCC([O-])(C)C.[Na+]. The catalyst is C1(C)C=CC=CC=1.Cl[Pd]Cl.C1(P(C2C=CC=CC=2)[C-]2C=CC=C2)C=CC=CC=1.[C-]1(P(C2C=CC=CC=2)C2C=CC=CC=2)C=CC=C1.[Fe+2].CC1(C)C2C=CC=C(P(C3C=CC=CC=3)C3C=CC=CC=3)C=2OC2C1=CC=CC=2P(C1C=CC=CC=1)C1C=CC=CC=1. The product is [F:1][C:2]1[C:3]([C:9]2[N:13]([CH:14]3[CH2:19][CH2:18][O:17][CH2:16][CH2:15]3)[C:12]([CH3:20])=[N:11][CH:10]=2)=[N:4][C:5]([NH:8][C:22]2[CH:34]=[CH:33][C:25]([CH2:26][N:27]3[CH2:28][CH2:29][O:30][CH2:31][CH2:32]3)=[CH:24][C:23]=2[F:35])=[N:6][CH:7]=1. The yield is 0.610. (3) The reactants are C1(C(NC(C)C)C(C2C=CC=CC=2F)CCN2CCN(C3C=CC=CC=3OC)CC2)CCCCC1.[O:36]1[C:41]2[CH:42]=[CH:43][CH:44]=[C:45]([N:46]3[CH2:51][CH2:50][NH:49][CH2:48][CH2:47]3)[C:40]=2[O:39][CH2:38][CH2:37]1.[CH:52]1([C:58](=[O:75])[CH:59]([C:68]2[CH:73]=[CH:72][CH:71]=[CH:70][C:69]=2[F:74])[CH2:60][CH:61](OCC)OCC)[CH2:57][CH2:56][CH2:55][CH2:54][CH2:53]1. The catalyst is C(O)(=O)C. The product is [CH:52]1([C:58](=[O:75])[CH:59]([C:68]2[CH:73]=[CH:72][CH:71]=[CH:70][C:69]=2[F:74])[CH2:60][CH2:61][N:49]2[CH2:50][CH2:51][N:46]([C:45]3[C:40]4[O:39][CH2:38][CH2:37][O:36][C:41]=4[CH:42]=[CH:43][CH:44]=3)[CH2:47][CH2:48]2)[CH2:57][CH2:56][CH2:55][CH2:54][CH2:53]1. The yield is 0.810. (4) The reactants are [Si]([O:8][CH2:9][CH2:10][C:11]1([C:24]2[CH:29]=[CH:28][CH:27]=[CH:26][CH:25]=2)[O:16][CH2:15][CH2:14][N:13]([C:17]([O:19][C:20]([CH3:23])([CH3:22])[CH3:21])=[O:18])[CH2:12]1)(C(C)(C)C)(C)C.[F-].C([N+](CCCC)(CCCC)CCCC)CCC. The catalyst is C1COCC1.C(Cl)(Cl)Cl. The product is [OH:8][CH2:9][CH2:10][C:11]1([C:24]2[CH:29]=[CH:28][CH:27]=[CH:26][CH:25]=2)[O:16][CH2:15][CH2:14][N:13]([C:17]([O:19][C:20]([CH3:23])([CH3:21])[CH3:22])=[O:18])[CH2:12]1. The yield is 0.830. (5) The reactants are Br[C:2]1[N:3]=[C:4]([C:20]2[C:21]([CH3:36])=[N:22][N:23]3[CH:28]=[CH:27][C:26]([CH:29]([O:33][CH2:34][CH3:35])[O:30][CH2:31][CH3:32])=[CH:25][C:24]=23)[S:5][C:6]=1[C:7]1[N:11]=[CH:10][N:9]([CH2:12][O:13][CH2:14][CH2:15][Si:16]([CH3:19])([CH3:18])[CH3:17])[N:8]=1.[Cl-].[Cl:38][C:39]1[CH:46]=[CH:45][C:42]([CH2:43][Zn+])=[CH:41][CH:40]=1.O1CCCC1. The catalyst is CC(C)([P](C(C)(C)C)([Pd][P](C(C)(C)C)(C(C)(C)C)C(C)(C)C)C(C)(C)C)C. The product is [Cl:38][C:39]1[CH:46]=[CH:45][C:42]([CH2:43][C:2]2[N:3]=[C:4]([C:20]3[C:21]([CH3:36])=[N:22][N:23]4[CH:28]=[CH:27][C:26]([CH:29]([O:33][CH2:34][CH3:35])[O:30][CH2:31][CH3:32])=[CH:25][C:24]=34)[S:5][C:6]=2[C:7]2[N:11]=[CH:10][N:9]([CH2:12][O:13][CH2:14][CH2:15][Si:16]([CH3:19])([CH3:18])[CH3:17])[N:8]=2)=[CH:41][CH:40]=1. The yield is 0.705. (6) The reactants are [OH:1][C:2]([C:5]1[CH:10]=[CH:9][C:8]([C:11]([N:13]2[CH2:18][CH2:17][C:16]3([O:23][C:22]4[CH:24]=[CH:25][CH:26]=[CH:27][C:21]=4[N:20]4[CH:28]=[CH:29][CH:30]=[C:19]34)[CH2:15][CH2:14]2)=[O:12])=[CH:7][C:6]=1[O:31][CH3:32])([CH3:4])[CH3:3].[H-].[Na+].[CH3:35]I. The catalyst is C1COCC1.CN(C=O)C. The product is [CH3:32][O:31][C:6]1[CH:7]=[C:8]([C:11]([N:13]2[CH2:14][CH2:15][C:16]3([O:23][C:22]4[CH:24]=[CH:25][CH:26]=[CH:27][C:21]=4[N:20]4[CH:28]=[CH:29][CH:30]=[C:19]34)[CH2:17][CH2:18]2)=[O:12])[CH:9]=[CH:10][C:5]=1[C:2]([O:1][CH3:35])([CH3:3])[CH3:4]. The yield is 0.350. (7) The reactants are [Br:1][C:2]1[CH:7]=[CH:6][C:5]([OH:8])=[CH:4][CH:3]=1.[C:9]12(O)[CH2:18][CH:13]3[CH2:14][CH:15]([CH2:17][CH:11]([CH2:12]3)[CH2:10]1)[CH2:16]2.OS(O)(=O)=O.C([O-])(O)=O.[Na+]. The catalyst is C(Cl)Cl. The product is [C:9]12([C:6]3[CH:7]=[C:2]([Br:1])[CH:3]=[CH:4][C:5]=3[OH:8])[CH2:18][CH:13]3[CH2:14][CH:15]([CH2:17][CH:11]([CH2:12]3)[CH2:10]1)[CH2:16]2. The yield is 0.770. (8) The reactants are [C:1](Cl)(=[O:3])[CH3:2].[Cl-].[Cl-].[Cl-].[Al+3].[O:9]1[C:18]2[C:13](=[CH:14][CH:15]=[CH:16][CH:17]=2)[CH2:12][CH2:11][CH2:10]1.Cl. The catalyst is C(Cl)Cl. The product is [O:9]1[C:18]2[C:13](=[CH:14][C:15]([C:1](=[O:3])[CH3:2])=[CH:16][CH:17]=2)[CH2:12][CH2:11][CH2:10]1. The yield is 0.640.